Dataset: Forward reaction prediction with 1.9M reactions from USPTO patents (1976-2016). Task: Predict the product of the given reaction. (1) Given the reactants [C:1]1(C)[CH:6]=CC=C[CH:2]=1.[CH3:8][O:9][C:10](=[O:23])[C:11]1[CH:16]=[CH:15][C:14](Br)=[C:13]([O:18][C:19]([F:22])([F:21])[F:20])[CH:12]=1.C(B1OC(C)(C)C(C)(C)O1)(C)=C.C(=O)([O-])[O-].[Cs+].[Cs+], predict the reaction product. The product is: [CH3:8][O:9][C:10](=[O:23])[C:11]1[CH:16]=[CH:15][C:14]([C:1]([CH3:6])=[CH2:2])=[C:13]([O:18][C:19]([F:22])([F:21])[F:20])[CH:12]=1. (2) Given the reactants [OH:1][C:2]1[C:11]2[O:10][CH2:9][CH2:8][O:7][C:6]=2[CH:5]=[CH:4][C:3]=1[C:12](=[O:14])[CH3:13].[C:15]([O-])([O-])=O.[K+].[K+].CI, predict the reaction product. The product is: [CH3:15][O:1][C:2]1[C:11]2[O:10][CH2:9][CH2:8][O:7][C:6]=2[CH:5]=[CH:4][C:3]=1[C:12](=[O:14])[CH3:13]. (3) Given the reactants [N+:1]([C:4]1[CH:5]=[C:6]([CH:11]=[C:12]([C:14]#[C:15][Si](C)(C)C)[CH:13]=1)[C:7]([O:9][CH3:10])=[O:8])([O-:3])=[O:2].CO.C(=O)([O-])[O-].[K+].[K+], predict the reaction product. The product is: [C:14]([C:12]1[CH:11]=[C:6]([CH:5]=[C:4]([N+:1]([O-:3])=[O:2])[CH:13]=1)[C:7]([O:9][CH3:10])=[O:8])#[CH:15]. (4) Given the reactants [CH3:1][O:2][C:3](=[O:32])[C@@H:4]([N:27]1[CH:31]=[CH:30][CH:29]=[CH:28]1)[CH2:5][C:6]1[CH:11]=[CH:10][C:9]([C:12]#[C:13][CH2:14][C:15]2[N:16]=[C:17]([C:21]3[CH:26]=[CH:25][CH:24]=[CH:23][CH:22]=3)[O:18][C:19]=2[CH3:20])=[CH:8][CH:7]=1.COC(=O)[C@@H](N1C=CC=C1)CC1C=CC(CCCN(C)C2C=CC=CC=2)=CC=1, predict the reaction product. The product is: [CH3:1][O:2][C:3](=[O:32])[C@@H:4]([N:27]1[CH:31]=[CH:30][CH:29]=[CH:28]1)[CH2:5][C:6]1[CH:7]=[CH:8][C:9]([CH2:12][CH2:13][CH2:14][C:15]2[N:16]=[C:17]([C:21]3[CH:26]=[CH:25][CH:24]=[CH:23][CH:22]=3)[O:18][C:19]=2[CH3:20])=[CH:10][CH:11]=1.